From a dataset of Catalyst prediction with 721,799 reactions and 888 catalyst types from USPTO. Predict which catalyst facilitates the given reaction. (1) Reactant: [N+:1]([C:4]1[CH:5]=[CH:6][C:7]([CH2:10]OS(C)(=O)=O)=[N:8][CH:9]=1)([O-:3])=[O:2].[CH3:16][O:17][C:18]1[CH:32]=[CH:31][C:21]([CH2:22][N:23]2[CH2:28][CH2:27][NH:26][CH2:25][C:24]2([CH3:30])[CH3:29])=[CH:20][CH:19]=1.C(=O)([O-])[O-].[Cs+].[Cs+]. Product: [CH3:16][O:17][C:18]1[CH:19]=[CH:20][C:21]([CH2:22][N:23]2[CH2:28][CH2:27][N:26]([CH2:10][C:7]3[CH:6]=[CH:5][C:4]([N+:1]([O-:3])=[O:2])=[CH:9][N:8]=3)[CH2:25][C:24]2([CH3:30])[CH3:29])=[CH:31][CH:32]=1. The catalyst class is: 3. (2) Reactant: [F:1][C:2]1[CH:7]=[C:6]([O:8][C@H:9]2[CH2:13][CH2:12][CH2:11][C@@H:10]2[C:14]2[N:18]([CH3:19])[N:17]=[CH:16][CH:15]=2)[CH:5]=[CH:4][C:3]=1[S:20]([NH2:23])(=[O:22])=[O:21].[F:24][C:25]1[N:30]=[C:29](F)[CH:28]=[CH:27][N:26]=1.C(=O)([O-])[O-].[K+].[K+]. Product: [F:1][C:2]1[CH:7]=[C:6]([O:8][C@H:9]2[CH2:13][CH2:12][CH2:11][C@@H:10]2[C:14]2[N:18]([CH3:19])[N:17]=[CH:16][CH:15]=2)[CH:5]=[CH:4][C:3]=1[S:20]([NH:23][C:27]1[CH:28]=[CH:29][N:30]=[C:25]([F:24])[N:26]=1)(=[O:21])=[O:22]. The catalyst class is: 3.